This data is from Forward reaction prediction with 1.9M reactions from USPTO patents (1976-2016). The task is: Predict the product of the given reaction. Given the reactants C(N(CC)CC)C.[CH2:8]([O:15][C:16](=[O:32])[C:17]1[CH:22]=[C:21](I)[CH:20]=[CH:19][C:18]=1[O:24][CH2:25][C:26]1[CH:31]=[CH:30][CH:29]=[CH:28][CH:27]=1)[C:9]1[CH:14]=[CH:13][CH:12]=[CH:11][CH:10]=1.[CH3:33][Si:34]([C:37]#[CH:38])([CH3:36])[CH3:35].[Al], predict the reaction product. The product is: [CH2:8]([O:15][C:16](=[O:32])[C:17]1[CH:22]=[C:21]([C:38]#[C:37][Si:34]([CH3:36])([CH3:35])[CH3:33])[CH:20]=[CH:19][C:18]=1[O:24][CH2:25][C:26]1[CH:31]=[CH:30][CH:29]=[CH:28][CH:27]=1)[C:9]1[CH:14]=[CH:13][CH:12]=[CH:11][CH:10]=1.